This data is from Full USPTO retrosynthesis dataset with 1.9M reactions from patents (1976-2016). The task is: Predict the reactants needed to synthesize the given product. (1) Given the product [NH2:52][C:18]1[CH:17]=[C:16]([O:15][C:14]2[CH:25]=[CH:26][C:11]([NH:10][C:8]([C:5]3[C:4](=[O:28])[N:3]([C:29]4[CH:30]=[CH:31][CH:32]=[CH:33][CH:34]=4)[N:2]([CH3:1])[C:6]=3[CH3:7])=[O:9])=[CH:12][C:13]=2[F:27])[CH:21]=[CH:20][N:19]=1, predict the reactants needed to synthesize it. The reactants are: [CH3:1][N:2]1[C:6]([CH3:7])=[C:5]([C:8]([NH:10][C:11]2[CH:26]=[CH:25][C:14]([O:15][C:16]3[CH:21]=[CH:20][N:19]=[C:18](C(N)=O)[CH:17]=3)=[C:13]([F:27])[CH:12]=2)=[O:9])[C:4](=[O:28])[N:3]1[C:29]1[CH:34]=[CH:33][CH:32]=[CH:31][CH:30]=1.C(OI(C1C=CC=CC=1)OC(=O)C)(=O)C.CC#[N:52].O. (2) Given the product [Cl:32][CH2:7][C:6]1[O:5][C:4]([CH2:9][CH2:10][C:11]2[CH:16]=[CH:15][C:14]([C:17]([F:20])([F:19])[F:18])=[CH:13][CH:12]=2)=[N:3][C:2]=1[CH3:1], predict the reactants needed to synthesize it. The reactants are: [CH3:1][C:2]1[N:3]=[C:4]([CH2:9][CH2:10][C:11]2[CH:16]=[CH:15][C:14]([C:17]([F:20])([F:19])[F:18])=[CH:13][CH:12]=2)[O:5][C:6]=1[CH2:7]O.C(N(CC)CC)C.CS([Cl:32])(=O)=O. (3) Given the product [CH3:18][C:16]1[C:15]([C:19]2[CH:20]=[CH:21][C:22]([C:23]([N:63]3[CH2:64][CH2:65][N:60]([CH3:59])[CH2:61][CH2:62]3)=[O:24])=[CH:26][CH:27]=2)=[CH:14][N:13]2[C:9]([C:6]3[CH:7]=[CH:8][C:3]([C:1]#[N:2])=[CH:4][CH:5]=3)=[CH:10][N:11]=[C:12]2[CH:17]=1, predict the reactants needed to synthesize it. The reactants are: [C:1]([C:3]1[CH:8]=[CH:7][C:6]([C:9]2[N:13]3[CH:14]=[C:15]([C:19]4[CH:27]=[CH:26][C:22]([C:23](O)=[O:24])=[CH:21][CH:20]=4)[C:16]([CH3:18])=[CH:17][C:12]3=[N:11][CH:10]=2)=[CH:5][CH:4]=1)#[N:2].CN(C(ON1N=NC2C=CC=NC1=2)=[N+](C)C)C.F[P-](F)(F)(F)(F)F.CN1CCOCC1.[CH3:59][N:60]1[CH2:65][CH2:64][NH:63][CH2:62][CH2:61]1.